From a dataset of Full USPTO retrosynthesis dataset with 1.9M reactions from patents (1976-2016). Predict the reactants needed to synthesize the given product. (1) Given the product [N:12]1([C:10](=[O:11])[CH2:9][C:5]2[CH:6]=[CH:7][CH:8]=[C:3](/[CH:1]=[CH:2]/[B:21]3[O:22][C:23]([CH3:25])([CH3:24])[C:19]([CH3:26])([CH3:18])[O:20]3)[CH:4]=2)[CH2:13][CH2:14][O:15][CH2:16][CH2:17]1, predict the reactants needed to synthesize it. The reactants are: [C:1]([C:3]1[CH:4]=[C:5]([CH2:9][C:10]([N:12]2[CH2:17][CH2:16][O:15][CH2:14][CH2:13]2)=[O:11])[CH:6]=[CH:7][CH:8]=1)#[CH:2].[CH3:18][C:19]1([CH3:26])[C:23]([CH3:25])([CH3:24])[O:22][BH:21][O:20]1. (2) The reactants are: Br[C:2]1[CH:7]=[CH:6][CH:5]=[C:4]([CH:8]([OH:15])[CH2:9][CH2:10][CH2:11][CH2:12][CH2:13][CH3:14])[CH:3]=1.[CH:16]([C:18]1[CH:23]=[CH:22][C:21](B(O)O)=[CH:20][CH:19]=1)=[O:17].[F-].[K+]. Given the product [OH:15][CH:8]([C:4]1[CH:3]=[C:2]([C:21]2[CH:22]=[CH:23][C:18]([CH:16]=[O:17])=[CH:19][CH:20]=2)[CH:7]=[CH:6][CH:5]=1)[CH2:9][CH2:10][CH2:11][CH2:12][CH2:13][CH3:14], predict the reactants needed to synthesize it. (3) Given the product [C:2]([C:7]1[O:11][C:10]([CH2:12][N:13]2[CH:17]=[C:16]([NH:18][C:25]([C:23]3[N:24]=[C:20]([CH3:19])[S:21][C:22]=3[C:28]3[CH:29]=[CH:30][CH:31]=[CH:32][CH:33]=3)=[O:26])[CH:15]=[N:14]2)=[CH:9][CH:8]=1)(=[O:6])[CH3:1], predict the reactants needed to synthesize it. The reactants are: [CH3:1][C:2]1([C:7]2[O:11][C:10]([CH2:12][N:13]3[CH:17]=[C:16]([NH2:18])[CH:15]=[N:14]3)=[CH:9][CH:8]=2)[O:6]CCO1.[CH3:19][C:20]1[S:21][C:22]([C:28]2[CH:33]=[CH:32][CH:31]=[CH:30][CH:29]=2)=[C:23]([C:25](O)=[O:26])[N:24]=1. (4) Given the product [OH:31][C:29]1[C:28]([C:20]([C:21]2[CH:22]=[CH:23][CH:24]=[CH:25][CH:26]=2)=[O:27])=[CH:34][N:35]=[C:36]2[N:40]([C:41]3[CH:46]=[CH:45][CH:44]=[CH:43][N:42]=3)[N:39]=[C:38]([CH3:47])[C:37]=12, predict the reactants needed to synthesize it. The reactants are: CS(O)(=O)=O.O=P12OP3(OP(OP(O3)(O1)=O)(=O)O2)=O.[C:20]([C:28](=[CH:34][NH:35][C:36]1[N:40]([C:41]2[CH:46]=[CH:45][CH:44]=[CH:43][N:42]=2)[N:39]=[C:38]([CH3:47])[CH:37]=1)[C:29]([O:31]CC)=O)(=[O:27])[C:21]1[CH:26]=[CH:25][CH:24]=[CH:23][CH:22]=1.[OH-].[Na+]. (5) Given the product [F:1][C:2]1[C:7]([B:14]2[O:19][C:20]([CH3:21])([CH3:22])[C:24]([CH3:25])([CH3:26])[O:23]2)=[CH:6][CH:5]=[C:4]([F:8])[N:3]=1, predict the reactants needed to synthesize it. The reactants are: [F:1][C:2]1[CH:7]=[CH:6][CH:5]=[C:4]([F:8])[N:3]=1.[Li]CCCC.[B:14]([O:23][CH:24]([CH3:26])[CH3:25])([O:19][CH:20]([CH3:22])[CH3:21])OC(C)C.OC(C(O)(C)C)(C)C.C(O)(=O)C.[NH4+].[Cl-]. (6) Given the product [Cl:8][C:7]1[CH:6]=[N:5][N:4]([CH2:9][CH2:10][CH3:11])[C:3](=[O:12])[C:2]=1[O:14][CH3:13], predict the reactants needed to synthesize it. The reactants are: Cl[C:2]1[C:3](=[O:12])[N:4]([CH2:9][CH2:10][CH3:11])[N:5]=[CH:6][C:7]=1[Cl:8].[CH3:13][O-:14].[Na+].CO.O. (7) Given the product [C:31]1([CH3:41])[CH:32]=[CH:33][C:34]([S:37]([OH:40])(=[O:38])=[O:39])=[CH:35][CH:36]=1.[N:1]1[CH:6]=[CH:5][CH:4]=[C:3]([CH2:7][C@H:8]2[C@H:13]([NH:14][C:15]([C:17]3[O:18][C:19]4[CH:25]=[CH:24][CH:23]=[CH:22][C:20]=4[CH:21]=3)=[O:16])[CH:12]3[CH2:26][CH2:27][N:9]2[CH2:10][CH2:11]3)[CH:2]=1, predict the reactants needed to synthesize it. The reactants are: [N:1]1[CH:6]=[CH:5][CH:4]=[C:3]([CH2:7][C@H:8]2[C@H:13]([NH:14][C:15]([C:17]3[O:18][C:19]4[CH:25]=[CH:24][CH:23]=[CH:22][C:20]=4[CH:21]=3)=[O:16])[CH:12]3[CH2:26][CH2:27][N:9]2[CH2:10][CH2:11]3)[CH:2]=1.ClCCl.[C:31]1([CH3:41])[CH:36]=[CH:35][C:34]([S:37]([OH:40])(=[O:39])=[O:38])=[CH:33][CH:32]=1.C(OC(C)C)(=O)C.